Predict the reaction yield, written as a fraction of the theoretical maximum amount of product (1.0 means a 100% yield; for example, 0.34 means a 34% yield). From a dataset of Reaction yield outcomes from USPTO patents with 853,638 reactions. (1) The reactants are [Cl:1][C:2]1[C:3](Cl)=[N:4][CH:5]=[C:6]([CH:10]=1)[C:7]([OH:9])=O.[C:12](#[N:16])[CH:13]([CH3:15])[CH3:14].C[Si](C)(C)[N-][Si](C)(C)C.[K+].B.C1COCC1.C([O-])([O-])=O.[K+].[K+]. The catalyst is C1COCC1.C1(C)C=CC=CC=1.O. The product is [Cl:1][C:2]1[C:3]([C:13]([CH3:15])([CH3:14])[C:12]#[N:16])=[N:4][CH:5]=[C:6]([CH2:7][OH:9])[CH:10]=1. The yield is 0.320. (2) The reactants are [NH2:1][C:2]1[C:3]([OH:13])=[C:4]([S:9]([NH2:12])(=[O:11])=[O:10])[C:5]([Cl:8])=[CH:6][CH:7]=1.[CH2:14]([N:17]=[C:18]=[O:19])[CH2:15][CH3:16]. The catalyst is CN(C)C=O.C(OCC)(=O)C. The product is [NH2:12][S:9]([C:4]1[C:3]([OH:13])=[C:2]([NH:1][C:18]([NH:17][CH2:14][CH2:15][CH3:16])=[O:19])[CH:7]=[CH:6][C:5]=1[Cl:8])(=[O:11])=[O:10]. The yield is 0.440. (3) The reactants are [Cl:1][C:2]1[C:7]2[C:8](=[O:11])[NH:9][CH2:10][C:6]=2[C:5]([F:12])=[C:4]([F:13])[N:3]=1.CCN(CC)CC.[C:21](O[C:21]([O:23][C:24]([CH3:27])([CH3:26])[CH3:25])=[O:22])([O:23][C:24]([CH3:27])([CH3:26])[CH3:25])=[O:22]. The catalyst is CN(C1C=CN=CC=1)C.C(Cl)Cl. The product is [Cl:1][C:2]1[C:7]2[C:8](=[O:11])[N:9]([C:21]([O:23][C:24]([CH3:27])([CH3:26])[CH3:25])=[O:22])[CH2:10][C:6]=2[C:5]([F:12])=[C:4]([F:13])[N:3]=1. The yield is 0.800. (4) The reactants are [OH:1][CH2:2][C:3]([CH3:22])([CH3:21])[CH2:4][CH2:5][CH2:6][C:7](=[O:20])[CH2:8][CH2:9][CH2:10][CH2:11][C:12]([CH3:19])([CH3:18])[C:13]([O:15][CH2:16][CH3:17])=[O:14].[Cr](O[Cr]([O-])(=O)=O)([O-])(=O)=[O:24].[NH+]1C=CC=CC=1.[NH+]1C=CC=CC=1. The catalyst is CN(C=O)C.S(=O)(=O)(O)O.O. The product is [CH2:16]([O:15][C:13](=[O:14])[C:12]([CH3:19])([CH3:18])[CH2:11][CH2:10][CH2:9][CH2:8][C:7](=[O:20])[CH2:6][CH2:5][CH2:4][C:3]([CH3:21])([CH3:22])[C:2]([OH:24])=[O:1])[CH3:17]. The yield is 0.820.